From a dataset of NCI-60 drug combinations with 297,098 pairs across 59 cell lines. Regression. Given two drug SMILES strings and cell line genomic features, predict the synergy score measuring deviation from expected non-interaction effect. (1) Drug 1: C1=CC(=CC=C1CCCC(=O)O)N(CCCl)CCCl. Drug 2: CC=C1C(=O)NC(C(=O)OC2CC(=O)NC(C(=O)NC(CSSCCC=C2)C(=O)N1)C(C)C)C(C)C. Cell line: SF-268. Synergy scores: CSS=84.4, Synergy_ZIP=-0.511, Synergy_Bliss=-1.30, Synergy_Loewe=-2.43, Synergy_HSA=0.953. (2) Cell line: UO-31. Drug 1: C1CCC(CC1)NC(=O)N(CCCl)N=O. Synergy scores: CSS=17.8, Synergy_ZIP=-6.33, Synergy_Bliss=-3.02, Synergy_Loewe=-1.40, Synergy_HSA=-0.762. Drug 2: CCC1(C2=C(COC1=O)C(=O)N3CC4=CC5=C(C=CC(=C5CN(C)C)O)N=C4C3=C2)O.Cl. (3) Drug 1: COC1=C(C=C2C(=C1)N=CN=C2NC3=CC(=C(C=C3)F)Cl)OCCCN4CCOCC4. Drug 2: CC(C)CN1C=NC2=C1C3=CC=CC=C3N=C2N. Cell line: CCRF-CEM. Synergy scores: CSS=7.73, Synergy_ZIP=-0.879, Synergy_Bliss=1.40, Synergy_Loewe=2.00, Synergy_HSA=1.60. (4) Drug 1: COC1=NC(=NC2=C1N=CN2C3C(C(C(O3)CO)O)O)N. Drug 2: CCC1(CC2CC(C3=C(CCN(C2)C1)C4=CC=CC=C4N3)(C5=C(C=C6C(=C5)C78CCN9C7C(C=CC9)(C(C(C8N6C)(C(=O)OC)O)OC(=O)C)CC)OC)C(=O)OC)O.OS(=O)(=O)O. Cell line: MOLT-4. Synergy scores: CSS=71.9, Synergy_ZIP=2.37, Synergy_Bliss=3.28, Synergy_Loewe=0.671, Synergy_HSA=1.40. (5) Drug 1: C1=CC(=CC=C1CCC2=CNC3=C2C(=O)NC(=N3)N)C(=O)NC(CCC(=O)O)C(=O)O. Drug 2: C1CC(C1)(C(=O)O)C(=O)O.[NH2-].[NH2-].[Pt+2]. Cell line: SK-MEL-2. Synergy scores: CSS=21.6, Synergy_ZIP=-8.31, Synergy_Bliss=-2.88, Synergy_Loewe=-17.4, Synergy_HSA=-0.178. (6) Drug 1: C1=CC(=C2C(=C1NCCNCCO)C(=O)C3=C(C=CC(=C3C2=O)O)O)NCCNCCO. Drug 2: CC1C(C(CC(O1)OC2CC(CC3=C2C(=C4C(=C3O)C(=O)C5=CC=CC=C5C4=O)O)(C(=O)C)O)N)O. Cell line: MDA-MB-231. Synergy scores: CSS=44.2, Synergy_ZIP=-7.49, Synergy_Bliss=-5.25, Synergy_Loewe=-1.24, Synergy_HSA=-0.578. (7) Drug 1: C1=C(C(=O)NC(=O)N1)N(CCCl)CCCl. Drug 2: C1=CC=C(C(=C1)C(C2=CC=C(C=C2)Cl)C(Cl)Cl)Cl. Cell line: HCT-15. Synergy scores: CSS=28.4, Synergy_ZIP=1.47, Synergy_Bliss=2.61, Synergy_Loewe=-3.56, Synergy_HSA=3.02.